This data is from Catalyst prediction with 721,799 reactions and 888 catalyst types from USPTO. The task is: Predict which catalyst facilitates the given reaction. (1) Reactant: [O:1]1[C:5]2[CH:6]=[CH:7][CH:8]=[CH:9][C:4]=2[CH2:3][CH:2]1[C:10]([OH:12])=[O:11].[Br:13]Br. Product: [Br:13][C:8]1[CH:7]=[CH:6][C:5]2[O:1][CH:2]([C:10]([OH:12])=[O:11])[CH2:3][C:4]=2[CH:9]=1. The catalyst class is: 15. (2) Reactant: [C:1]([NH:5][C:6](=[O:39])[CH2:7][O:8][C:9]1[CH:10]=[CH:11][C:12]2[O:16][C:15]([NH:17][CH:18]3[CH2:23][CH2:22][N:21]([CH2:24][C:25]4[CH:30]=[C:29]([O:31][CH2:32][CH3:33])[C:28](F)=[C:27]([O:35][CH2:36][CH3:37])[CH:26]=4)[CH2:20][CH2:19]3)=[N:14][C:13]=2[CH:38]=1)([CH3:4])([CH3:3])[CH3:2].C(OC1C=C(C=O)C=C(OCC)C=1[C:54]1[CH:59]=[CH:58][C:57]([F:60])=[CH:56][CH:55]=1)C.C([BH3-])#N.[Na+].C(N(C(C)C)C(C)C)C. Product: [C:1]([NH:5][C:6](=[O:39])[CH2:7][O:8][C:9]1[CH:10]=[CH:11][C:12]2[O:16][C:15]([NH:17][CH:18]3[CH2:23][CH2:22][N:21]([CH2:24][C:25]4[CH:26]=[C:27]([O:35][CH2:36][CH3:37])[C:28]([C:54]5[CH:59]=[CH:58][C:57]([F:60])=[CH:56][CH:55]=5)=[C:29]([O:31][CH2:32][CH3:33])[CH:30]=4)[CH2:20][CH2:19]3)=[N:14][C:13]=2[CH:38]=1)([CH3:2])([CH3:4])[CH3:3]. The catalyst class is: 212. (3) Reactant: C(OC[N:10]1[C:14]([C:15]2[CH:20]=[CH:19][N:18]=[C:17]([C:21]#[N:22])[CH:16]=2)=[N:13][C:12]([C:23]2[CH:28]=[CH:27][N:26]=[CH:25][CH:24]=2)=[N:11]1)C1C=CC=CC=1.C1(C)C=CC=CC=1.[S:36](=[O:40])(=[O:39])([OH:38])[OH:37]. Product: [S:36]([OH:40])([OH:39])(=[O:38])=[O:37].[C:21]([C:17]1[CH:16]=[C:15]([C:14]2[NH:10][N:11]=[C:12]([C:23]3[CH:28]=[CH:27][N:26]=[CH:25][CH:24]=3)[N:13]=2)[CH:20]=[CH:19][N:18]=1)#[N:22]. The catalyst class is: 41. (4) Reactant: [CH:1]1([CH2:4][CH:5]([C:10]2[CH:11]=[C:12]([C:22]3[CH:27]=[CH:26][C:25]([C:28]([F:31])([F:30])[F:29])=[CH:24][CH:23]=3)[CH:13]=[C:14]([O:16][CH2:17][C:18]([F:21])([F:20])[F:19])[CH:15]=2)[C:6]([O:8]C)=[O:7])[CH2:3][CH2:2]1.O.[OH-].[Li+]. Product: [CH:1]1([CH2:4][CH:5]([C:10]2[CH:11]=[C:12]([C:22]3[CH:27]=[CH:26][C:25]([C:28]([F:29])([F:30])[F:31])=[CH:24][CH:23]=3)[CH:13]=[C:14]([O:16][CH2:17][C:18]([F:20])([F:21])[F:19])[CH:15]=2)[C:6]([OH:8])=[O:7])[CH2:3][CH2:2]1. The catalyst class is: 200.